The task is: Predict the reactants needed to synthesize the given product.. This data is from Full USPTO retrosynthesis dataset with 1.9M reactions from patents (1976-2016). (1) Given the product [C:3]([C:5]1[CH:6]=[C:7]([C:15]2[S:19][C:18]([C:20]3[CH:25]=[CH:24][C:23]([CH2:26][CH2:27][C:28]([OH:30])=[O:29])=[CH:22][C:21]=3[CH3:33])=[N:17][CH:16]=2)[CH:8]=[CH:9][C:10]=1[O:11][CH:12]([CH3:14])[CH3:13])#[N:4], predict the reactants needed to synthesize it. The reactants are: [Li+].[OH-].[C:3]([C:5]1[CH:6]=[C:7]([C:15]2[S:19][C:18]([C:20]3[CH:25]=[CH:24][C:23]([CH2:26][CH2:27][C:28]([O:30]CC)=[O:29])=[CH:22][C:21]=3[CH3:33])=[N:17][CH:16]=2)[CH:8]=[CH:9][C:10]=1[O:11][CH:12]([CH3:14])[CH3:13])#[N:4].Cl. (2) Given the product [Cl:32][CH2:1][CH2:2][CH2:3][CH2:4][CH2:5][CH2:6][CH:7]=[CH:8][CH:9]=[CH:10][CH2:11][CH3:12], predict the reactants needed to synthesize it. The reactants are: [CH2:1](O)[CH2:2][CH2:3][CH2:4][CH2:5][CH2:6][CH:7]=[CH:8][CH:9]=[CH:10][CH2:11][CH3:12].CN(C)C1C=CC=CC=1.CN(C)C=O.CS([Cl:32])(=O)=O.